From a dataset of Forward reaction prediction with 1.9M reactions from USPTO patents (1976-2016). Predict the product of the given reaction. (1) Given the reactants [CH2:1]([NH:8][C:9]([C:11]1[S:15][C:14]([N:16]2[CH2:21][CH2:20][CH2:19][CH2:18][C:17]2=[O:22])=[N:13][C:12]=1[CH3:23])=[O:10])[C:2]1[CH:7]=[CH:6][CH:5]=[CH:4][CH:3]=1.Br[CH2:25][C:26]1[CH:31]=[CH:30][CH:29]=[C:28]([F:32])[CH:27]=1, predict the reaction product. The product is: [CH2:1]([NH:8][C:9]([C:11]1[S:15][C:14]([N:16]2[CH2:21][CH2:20][CH2:19][CH:18]([CH2:25][C:26]3[CH:31]=[CH:30][CH:29]=[C:28]([F:32])[CH:27]=3)[C:17]2=[O:22])=[N:13][C:12]=1[CH3:23])=[O:10])[C:2]1[CH:7]=[CH:6][CH:5]=[CH:4][CH:3]=1. (2) Given the reactants C(N(CC)CC)C.[CH2:8]([S:10](Cl)(=[O:12])=[O:11])[CH3:9].[NH2:14][C:15]1[C:16]([NH:30][CH2:31][CH:32]2[CH2:37][CH2:36][N:35]([C:38]([O:40][C:41]([CH3:44])([CH3:43])[CH3:42])=[O:39])[CH2:34][CH2:33]2)=[CH:17][C:18]([NH:21][C:22]2[CH:27]=[N:26][C:25]([C:28]#[N:29])=[CH:24][N:23]=2)=[N:19][CH:20]=1, predict the reaction product. The product is: [C:28]([C:25]1[N:26]=[CH:27][C:22]([NH:21][C:18]2[N:19]=[CH:20][C:15]([NH:14][S:10]([CH2:8][CH3:9])(=[O:12])=[O:11])=[C:16]([NH:30][CH2:31][CH:32]3[CH2:37][CH2:36][N:35]([C:38]([O:40][C:41]([CH3:44])([CH3:43])[CH3:42])=[O:39])[CH2:34][CH2:33]3)[CH:17]=2)=[N:23][CH:24]=1)#[N:29]. (3) The product is: [Br:14][C:15]1[CH:22]=[CH:21][C:18]([CH2:19][NH:20][C:6](=[O:7])[C:5]2[CH:9]=[CH:10][C:2]([Cl:1])=[C:3]([N+:11]([O-:13])=[O:12])[CH:4]=2)=[CH:17][CH:16]=1. Given the reactants [Cl:1][C:2]1[CH:10]=[CH:9][C:5]([C:6](Cl)=[O:7])=[CH:4][C:3]=1[N+:11]([O-:13])=[O:12].[Br:14][C:15]1[CH:22]=[CH:21][C:18]([CH2:19][NH2:20])=[CH:17][CH:16]=1, predict the reaction product.